This data is from Forward reaction prediction with 1.9M reactions from USPTO patents (1976-2016). The task is: Predict the product of the given reaction. (1) Given the reactants [Br:1][C:2]1[C:11]2[C:6](=[CH:7][CH:8]=[C:9]([O:12]C)[CH:10]=2)[C:5](=[O:14])[N:4]([C:15]2[CH:20]=[CH:19][C:18]([O:21]C)=[CH:17][CH:16]=2)[CH:3]=1.C(Cl)Cl.B(Br)(Br)Br, predict the reaction product. The product is: [Br:1][C:2]1[C:11]2[C:6](=[CH:7][CH:8]=[C:9]([OH:12])[CH:10]=2)[C:5](=[O:14])[N:4]([C:15]2[CH:20]=[CH:19][C:18]([OH:21])=[CH:17][CH:16]=2)[CH:3]=1. (2) Given the reactants [Cl:1][C:2]1[CH:3]=[C:4]([C:8]2[N:13]=[C:12]([C:14]([OH:16])=O)[CH:11]=[CH:10][CH:9]=2)[CH:5]=[CH:6][CH:7]=1.[CH3:17][CH:18]([CH3:27])[CH2:19][C@@H:20]([C:22]1[S:23][CH:24]=[CH:25][N:26]=1)[NH2:21], predict the reaction product. The product is: [CH3:17][CH:18]([CH3:27])[CH2:19][C@H:20]([NH:21][C:14]([C:12]1[CH:11]=[CH:10][CH:9]=[C:8]([C:4]2[CH:5]=[CH:6][CH:7]=[C:2]([Cl:1])[CH:3]=2)[N:13]=1)=[O:16])[C:22]1[S:23][CH:24]=[CH:25][N:26]=1. (3) Given the reactants [CH3:1][S:2]([C:4]1[CH:5]=[C:6]([CH:10]=[CH:11][CH:12]=1)[C:7]([OH:9])=[O:8])=[O:3].[CH:13]1N=CN(C(N2C=NC=C2)=O)C=1.CO.C(=O)(O)[O-].[Na+], predict the reaction product. The product is: [CH3:1][S:2]([C:4]1[CH:5]=[C:6]([CH:10]=[CH:11][CH:12]=1)[C:7]([O:9][CH3:13])=[O:8])=[O:3]. (4) Given the reactants C(OC([N:8]1[CH2:13][CH2:12][CH:11]([NH:14][C:15]2[CH:20]=[C:19]([C:21]#[N:22])[CH:18]=[CH:17][N:16]=2)[CH2:10][CH2:9]1)=O)(C)(C)C.[ClH:23], predict the reaction product. The product is: [ClH:23].[ClH:23].[NH:8]1[CH2:9][CH2:10][CH:11]([NH:14][C:15]2[CH:20]=[C:19]([CH:18]=[CH:17][N:16]=2)[C:21]#[N:22])[CH2:12][CH2:13]1. (5) The product is: [Cl:22][C:23]1[CH:28]=[CH:27][C:26]([NH:29][C:30]([O:1][CH2:2][CH2:3][C:4]2[CH:5]=[C:6]([CH:17]=[CH:18][C:19]=2[O:20][CH3:21])[CH2:7][CH:8]([C:9]([O:11][CH3:12])=[O:10])[C:13]([O:15][CH3:16])=[O:14])=[O:31])=[CH:25][CH:24]=1. Given the reactants [OH:1][CH2:2][CH2:3][C:4]1[CH:5]=[C:6]([CH:17]=[CH:18][C:19]=1[O:20][CH3:21])[CH2:7][CH:8]([C:13]([O:15][CH3:16])=[O:14])[C:9]([O:11][CH3:12])=[O:10].[Cl:22][C:23]1[CH:28]=[CH:27][C:26]([N:29]=[C:30]=[O:31])=[CH:25][CH:24]=1, predict the reaction product. (6) Given the reactants O[C:2]1[CH:10]=[C:9]2[C:5]([CH2:6][CH2:7][CH:8]2[C:11]([O:13][CH3:14])=[O:12])=[CH:4][CH:3]=1.C(N(CC)CC)C.FC(F)(F)S(OS(C(F)(F)F)(=O)=O)(=O)=O.CC1(C)C(C)(C)OB([C:45]2[CH:50]=[CH:49][C:48]([OH:51])=[CH:47][CH:46]=2)O1.C1(P(C2C=CC=CC=2)C2C=CC=CC=2)C=CC=CC=1.P([O-])([O-])([O-])=O.[K+].[K+].[K+].O, predict the reaction product. The product is: [OH:51][C:48]1[CH:49]=[CH:50][C:45]([C:2]2[CH:10]=[C:9]3[C:5]([CH2:6][CH2:7][CH:8]3[C:11]([O:13][CH3:14])=[O:12])=[CH:4][CH:3]=2)=[CH:46][CH:47]=1. (7) The product is: [C:30]([O:34][C:35]([N:37]1[CH2:38][CH:39]2[O:45][CH:43]([CH2:42][N:41]([C:20]([C:19]3[CH:18]=[N:17][C:16]([NH:15][C:12]4[N:13]=[CH:14][C:9]5[CH:8]=[C:7]([C:25](=[O:29])[N:26]([CH3:28])[CH3:27])[N:6]([CH:1]6[CH2:5][CH2:4][CH2:3][CH2:2]6)[C:10]=5[N:11]=4)=[CH:24][CH:23]=3)=[O:21])[CH2:40]2)[CH2:44]1)=[O:36])([CH3:33])([CH3:31])[CH3:32]. Given the reactants [CH:1]1([N:6]2[C:10]3[N:11]=[C:12]([NH:15][C:16]4[CH:24]=[CH:23][C:19]([C:20](O)=[O:21])=[CH:18][N:17]=4)[N:13]=[CH:14][C:9]=3[CH:8]=[C:7]2[C:25](=[O:29])[N:26]([CH3:28])[CH3:27])[CH2:5][CH2:4][CH2:3][CH2:2]1.[C:30]([O:34][C:35]([N:37]1[CH2:44][CH:43]2[O:45][CH:39]([CH2:40][NH:41][CH2:42]2)[CH2:38]1)=[O:36])([CH3:33])([CH3:32])[CH3:31], predict the reaction product. (8) Given the reactants [H-].[Na+].[OH:3][C:4]1[CH:5]=[C:6]([CH:9]=[CH:10][C:11]=1[I:12])[CH:7]=[O:8].IC.[C:15]1([O-])C=CC=CC=1.[OH:22][CH2:23][C:24]([CH3:28])([CH2:26]O)[CH3:25], predict the reaction product. The product is: [I:12][C:11]1[CH:10]=[CH:9][C:6]([CH:7]2[O:22][CH2:23][C:24]([CH3:28])([CH3:26])[CH2:25][O:8]2)=[CH:5][C:4]=1[O:3][CH3:15]. (9) Given the reactants [CH2:1]=[C:2]([CH:4]1[C:12]2[C:11]3[CH:13]=[CH:14][CH:15]=[CH:16][C:10]=3[O:9][C:8]=2[CH:7]=[CH:6][C:5]1(C(C)=C)[NH2:17])[CH3:3].[CH2:21](O)[CH3:22].[C:24](O)(=O)C, predict the reaction product. The product is: [CH:2]([C:4]1[C:12]2[C:11]3[CH:13]=[CH:14][CH:15]=[CH:16][C:10]=3[O:9][C:8]=2[CH:7]=[C:6]([CH:21]([CH3:22])[CH3:24])[C:5]=1[NH2:17])([CH3:3])[CH3:1].